This data is from Catalyst prediction with 721,799 reactions and 888 catalyst types from USPTO. The task is: Predict which catalyst facilitates the given reaction. (1) Reactant: [OH:1][CH2:2][CH2:3][NH:4][C:5](=[O:11])[O:6][C:7]([CH3:10])([CH3:9])[CH3:8].[CH3:12][S:13](Cl)(=[O:15])=[O:14].O. Product: [CH3:12][S:13]([O:1][CH2:2][CH2:3][NH:4][C:5](=[O:11])[O:6][C:7]([CH3:8])([CH3:10])[CH3:9])(=[O:15])=[O:14]. The catalyst class is: 2. (2) Reactant: [F:1][C:2]1[CH:3]=[C:4]([C:29]2[CH:34]=[CH:33][CH:32]=[CH:31][C:30]=2[O:35][CH2:36][C:37]([CH3:46])([CH3:45])[C:38]([O:40]C(C)(C)C)=[O:39])[CH:5]=[CH:6][C:7]=1[C:8]([N:10]1[CH2:15][CH2:14][CH:13]([N:16]2[C:21](=[O:22])[C@H:20]([CH3:23])[O:19][C:18]3[N:24]=[CH:25][C:26]([F:28])=[CH:27][C:17]2=3)[CH2:12][CH2:11]1)=[O:9]. Product: [F:1][C:2]1[CH:3]=[C:4]([C:29]2[CH:34]=[CH:33][CH:32]=[CH:31][C:30]=2[O:35][CH2:36][C:37]([CH3:45])([CH3:46])[C:38]([OH:40])=[O:39])[CH:5]=[CH:6][C:7]=1[C:8]([N:10]1[CH2:15][CH2:14][CH:13]([N:16]2[C:21](=[O:22])[C@H:20]([CH3:23])[O:19][C:18]3[N:24]=[CH:25][C:26]([F:28])=[CH:27][C:17]2=3)[CH2:12][CH2:11]1)=[O:9]. The catalyst class is: 55. (3) Reactant: [H-].[Na+].[O:3]([C:10]1[C:15]([O:16][CH2:17][CH2:18][CH2:19][C:20]2[CH:25]=[CH:24][N:23]=[CH:22][C:21]=2[OH:26])=[CH:14][CH:13]=[CH:12][N:11]=1)[C:4]1[CH:9]=[CH:8][CH:7]=[CH:6][CH:5]=1.CI.[C:29](OCC)(=O)C. Product: [O:3]([C:10]1[C:15]([O:16][CH2:17][CH2:18][CH2:19][C:20]2[CH:25]=[CH:24][N:23]=[CH:22][C:21]=2[O:26][CH3:29])=[CH:14][CH:13]=[CH:12][N:11]=1)[C:4]1[CH:9]=[CH:8][CH:7]=[CH:6][CH:5]=1. The catalyst class is: 3. (4) Reactant: [NH:1]1[CH:5]=[C:4]([C:6]2[CH:7]=[C:8]3[C:12](=[CH:13][CH:14]=2)[N:11]([CH2:15][CH:16]2[CH2:21][CH2:20][N:19]([C:22](=[O:31])[CH2:23][CH2:24][C:25]4[CH:30]=[CH:29][CH:28]=[CH:27][CH:26]=4)[CH2:18][CH2:17]2)[CH:10]=[CH:9]3)[CH:3]=[N:2]1.[H-].[Na+].Br[CH2:35][CH2:36][OH:37].C(OCC)(=O)C. Product: [OH:37][CH2:36][CH2:35][N:1]1[CH:5]=[C:4]([C:6]2[CH:7]=[C:8]3[C:12](=[CH:13][CH:14]=2)[N:11]([CH2:15][CH:16]2[CH2:17][CH2:18][N:19]([C:22](=[O:31])[CH2:23][CH2:24][C:25]4[CH:26]=[CH:27][CH:28]=[CH:29][CH:30]=4)[CH2:20][CH2:21]2)[CH:10]=[CH:9]3)[CH:3]=[N:2]1. The catalyst class is: 18. (5) Reactant: Br[C:2]1[S:6][C:5]([CH:7]=[O:8])=[CH:4][CH:3]=1.[CH2:9]([C:11]1[CH:16]=[CH:15][C:14]([C:17]2[CH:22]=[CH:21][C:20](B(O)O)=[C:19]([F:26])[CH:18]=2)=[CH:13][CH:12]=1)[CH3:10].C(=O)([O-])[O-].[Na+].[Na+].C1COCC1. Product: [CH2:9]([C:11]1[CH:12]=[CH:13][C:14]([C:17]2[CH:22]=[CH:21][C:20]([C:2]3[S:6][C:5]([CH:7]=[O:8])=[CH:4][CH:3]=3)=[C:19]([F:26])[CH:18]=2)=[CH:15][CH:16]=1)[CH3:10]. The catalyst class is: 335. (6) Reactant: [CH:1]1([CH2:6][C@@H:7]([C:20]([NH:22][NH:23][C:24]2[C:29]([F:30])=[C:28]([N:31]3[CH2:35][CH2:34][CH2:33][CH2:32]3)[N:27]=[C:26]([CH3:36])[N:25]=2)=[O:21])[CH2:8][N:9]([O:12]CC2C=CC=CC=2)[CH:10]=[O:11])[CH2:5][CH2:4][CH2:3][CH2:2]1. Product: [CH:1]1([CH2:6][C@@H:7]([C:20]([NH:22][NH:23][C:24]2[C:29]([F:30])=[C:28]([N:31]3[CH2:35][CH2:34][CH2:33][CH2:32]3)[N:27]=[C:26]([CH3:36])[N:25]=2)=[O:21])[CH2:8][N:9]([OH:12])[CH:10]=[O:11])[CH2:2][CH2:3][CH2:4][CH2:5]1. The catalyst class is: 5. (7) Reactant: [CH3:1][C:2]1([CH3:15])[CH2:13][C:12]2[CH:11]=[C:10]3[N:5]([CH2:6][CH2:7][NH:8][C:9]3=[O:14])[C:4]=2[CH2:3]1.[Br:16][C:17]1[CH:24]=[C:23]([F:25])[CH:22]=[C:21](Cl)[C:18]=1[CH:19]=[O:20].CC1(C)C2C(=C(P(C3C=CC=CC=3)C3C=CC=CC=3)C=CC=2)OC2C(P(C3C=CC=CC=3)C3C=CC=CC=3)=CC=CC1=2.C([O-])(=O)C.[K+]. Product: [Br:16][C:17]1[CH:24]=[C:23]([F:25])[CH:22]=[C:21]([N:8]2[CH2:7][CH2:6][N:5]3[C:10](=[CH:11][C:12]4[CH2:13][C:2]([CH3:15])([CH3:1])[CH2:3][C:4]=43)[C:9]2=[O:14])[C:18]=1[CH:19]=[O:20]. The catalyst class is: 102. (8) Reactant: [S:1]1[C:5]2[CH:6]=[CH:7][CH:8]=[CH:9][C:4]=2[C:3]([C:10]2[CH:11]=[C:12]([CH:15]=[CH:16][CH:17]=2)[CH:13]=[O:14])=[CH:2]1.[H-].[Al+3].[Li+].[H-].[H-].[H-].O.O.O.O.O.O.O.O.O.O.S([O-])([O-])(=O)=O.[Na+].[Na+]. Product: [S:1]1[C:5]2[CH:6]=[CH:7][CH:8]=[CH:9][C:4]=2[C:3]([C:10]2[CH:11]=[C:12]([CH2:13][OH:14])[CH:15]=[CH:16][CH:17]=2)=[CH:2]1. The catalyst class is: 7. (9) Reactant: Cl[C:2]1[CH:7]=[CH:6][N:5]=[CH:4][C:3]=1[C:8]1[S:9][CH:10]=[C:11]([C:13]2[CH:18]=[CH:17][C:16]([Cl:19])=[CH:15][CH:14]=2)[N:12]=1.[NH:20]1[CH2:25][CH2:24][CH2:23][CH2:22][CH2:21]1.Cl. Product: [Cl:19][C:16]1[CH:17]=[CH:18][C:13]([C:11]2[N:12]=[C:8]([C:3]3[CH:4]=[N:5][CH:6]=[CH:7][C:2]=3[N:20]3[CH2:25][CH2:24][CH2:23][CH2:22][CH2:21]3)[S:9][CH:10]=2)=[CH:14][CH:15]=1. The catalyst class is: 1. (10) Reactant: [F:1][C:2]([F:28])([F:27])[C:3]1([C:6]2[CH:11]=[CH:10][C:9]([C:12]([C:14]3[CH:20]=[C:19]([C:21]#[C:22][Si:23]([CH3:26])([CH3:25])[CH3:24])[CH:18]=[CH:17][C:15]=3[NH2:16])=[O:13])=[CH:8][CH:7]=2)[N:5]=[N:4]1.[Cl:29][CH:30]([Cl:34])[C:31](Cl)=[O:32]. Product: [Cl:29][CH:30]([Cl:34])[C:31]([NH:16][C:15]1[CH:17]=[CH:18][C:19]([C:21]#[C:22][Si:23]([CH3:24])([CH3:26])[CH3:25])=[CH:20][C:14]=1[C:12]([C:9]1[CH:10]=[CH:11][C:6]([C:3]2([C:2]([F:1])([F:27])[F:28])[N:5]=[N:4]2)=[CH:7][CH:8]=1)=[O:13])=[O:32]. The catalyst class is: 2.